The task is: Predict the reactants needed to synthesize the given product.. This data is from Full USPTO retrosynthesis dataset with 1.9M reactions from patents (1976-2016). (1) Given the product [CH3:20][O:21][C:22](=[O:34])[C:23]1[CH:24]=[C:25]([O:30][CH:31]([CH3:32])[CH3:33])[CH:26]=[C:27]([O:9][C:6]2[CH:7]=[CH:8][C:3]([CH:1]=[O:2])=[CH:4][CH:5]=2)[CH:28]=1, predict the reactants needed to synthesize it. The reactants are: [CH:1]([C:3]1[CH:8]=[CH:7][C:6]([O:9]B(O)O)=[CH:5][CH:4]=1)=[O:2].C(N(CC)CC)C.[CH3:20][O:21][C:22](=[O:34])[C:23]1[CH:28]=[C:27](O)[CH:26]=[C:25]([O:30][CH:31]([CH3:33])[CH3:32])[CH:24]=1. (2) The reactants are: [CH2:1]([N:8]1[CH2:13][CH2:12][CH:11]([N:14]2[C:18]([C:19]3[CH:24]=[CH:23][N:22]=[CH:21][CH:20]=3)=[C:17]([C:25]3[CH:30]=[CH:29][C:28]([F:31])=[CH:27][CH:26]=3)[N:16]=[CH:15]2)[CH2:10][CH2:9]1)C1C=CC=CC=1.C(O)=[O:33].CO. Given the product [CH:1]([N:8]1[CH2:9][CH2:10][CH:11]([N:14]2[C:18]([C:19]3[CH:24]=[CH:23][N:22]=[CH:21][CH:20]=3)=[C:17]([C:25]3[CH:30]=[CH:29][C:28]([F:31])=[CH:27][CH:26]=3)[N:16]=[CH:15]2)[CH2:12][CH2:13]1)=[O:33], predict the reactants needed to synthesize it.